This data is from Reaction yield outcomes from USPTO patents with 853,638 reactions. The task is: Predict the reaction yield, written as a fraction of the theoretical maximum amount of product (1.0 means a 100% yield; for example, 0.34 means a 34% yield). (1) The reactants are [CH3:1][O:2][C:3]1[CH:8]=[CH:7][C:6]([C@H:9]([OH:16])[C@@H:10]([N+:13]([O-])=O)[CH2:11][CH3:12])=[CH:5][CH:4]=1. The catalyst is C(O)C.[Pd]. The product is [NH2:13][C@@H:10]([CH2:11][CH3:12])[C@H:9]([C:6]1[CH:7]=[CH:8][C:3]([O:2][CH3:1])=[CH:4][CH:5]=1)[OH:16]. The yield is 0.514. (2) The reactants are [N:1]1([C:7]2[N:12]=[CH:11][NH:10][C:9](=[O:13])[CH:8]=2)[CH2:6][CH2:5][NH:4][CH2:3][CH2:2]1.[F:14][C:15]1[CH:16]=[C:17]([CH:25]=[CH:26][CH:27]=1)[CH2:18]N1CCNCC1.C(N(C(C)C)CC)(C)C. The catalyst is CC(O)CC. The product is [F:14][C:15]1[CH:16]=[C:17]([CH:25]=[CH:26][CH:27]=1)[CH2:18][N:4]1[CH2:5][CH2:6][N:1]([C:7]2[N:12]=[CH:11][NH:10][C:9](=[O:13])[CH:8]=2)[CH2:2][CH2:3]1. The yield is 0.650. (3) The catalyst is CN(C)C(=O)C. The yield is 0.600. The product is [CH3:31][O:30][C:26]1[CH:27]=[CH:28][CH:29]=[C:21]2[C:22]=1[C:23](=[O:24])[NH:25][C:18]([C:6]1[CH:5]=[CH:4][C:3]([O:2][CH3:1])=[C:8]([C:9]3[CH:10]=[CH:11][C:12]([S:15]([CH3:17])=[O:16])=[CH:13][CH:14]=3)[N:7]=1)=[N:20]2. The reactants are [CH3:1][O:2][C:3]1[CH:4]=[CH:5][C:6]([CH:18]=O)=[N:7][C:8]=1[C:9]1[CH:14]=[CH:13][C:12]([S:15]([CH3:17])=[O:16])=[CH:11][CH:10]=1.[NH2:20][C:21]1[CH:29]=[CH:28][CH:27]=[C:26]([O:30][CH3:31])[C:22]=1[C:23]([NH2:25])=[O:24].OS([O-])=O.[Na+].O.C1(C)C=CC(S(O)(=O)=O)=CC=1. (4) The reactants are [CH3:1][O:2][C:3]1[CH:41]=[CH:40][C:6]([CH2:7][NH:8][C:9]2[C:14]([C:15]([O:17]CC)=[O:16])=[C:13]([NH:20][C@H:21]([C:23]3[N:28]([C:29]4[CH:34]=[CH:33][CH:32]=[CH:31][CH:30]=4)[C:27](=[O:35])[C:26]4=[C:36]([CH3:39])[CH:37]=[CH:38][N:25]4[N:24]=3)[CH3:22])[N:12]=[CH:11][N:10]=2)=[CH:5][CH:4]=1.[OH-].[Li+].Cl. The catalyst is C(O)C.O1CCCC1.O. The product is [CH3:1][O:2][C:3]1[CH:4]=[CH:5][C:6]([CH2:7][NH:8][C:9]2[C:14]([C:15]([OH:17])=[O:16])=[C:13]([NH:20][C@H:21]([C:23]3[N:28]([C:29]4[CH:34]=[CH:33][CH:32]=[CH:31][CH:30]=4)[C:27](=[O:35])[C:26]4=[C:36]([CH3:39])[CH:37]=[CH:38][N:25]4[N:24]=3)[CH3:22])[N:12]=[CH:11][N:10]=2)=[CH:40][CH:41]=1. The yield is 0.990. (5) The reactants are C([O:4][C@H:5]1[CH2:9][C@H:8]([N:10]2C=N[C:16]3[C:11]2=[N:12][CH:13]=[N:14][C:15]=3[NH:19][C@@H:20]2[C:28]3[C:23](=[CH:24][CH:25]=[CH:26][CH:27]=3)[CH2:22][CH2:21]2)[O:7][C@@H:6]1[CH2:29][O:30][S:31]([NH2:34])(=[O:33])=[O:32])(=O)C.O1CC[CH2:37][CH2:36]1.N.C[OH:42]. No catalyst specified. The product is [S:31](=[O:33])(=[O:32])([O:30][CH2:29][C@@H:6]1[C@@H:5]([OH:4])[C@@H:9]([OH:42])[C@H:8]([N:10]2[C:11]3[N:12]=[CH:13][N:14]=[C:15]([NH:19][C@@H:20]4[C:28]5[C:23](=[CH:24][CH:25]=[CH:26][CH:27]=5)[CH2:22][CH2:21]4)[C:16]=3[CH:37]=[CH:36]2)[O:7]1)[NH2:34]. The yield is 0.660. (6) The reactants are [ClH:1].C(OCC)(=O)C.[N:8]1[CH:13]=[CH:12][C:11]([CH2:14][N:15]([CH2:47][C:48]2[CH:53]=[CH:52][N:51]=[CH:50][CH:49]=2)[CH2:16][CH2:17][C:18]2([CH2:24][CH2:25][N:26]3[CH2:31][CH2:30][CH:29]([N:32]([C:40]4[CH:45]=[CH:44][C:43]([CH3:46])=[CH:42][CH:41]=4)[C:33]([C:35]4[O:36][CH:37]=[CH:38][CH:39]=4)=[O:34])[CH2:28][CH2:27]3)[CH2:23][CH2:22][CH2:21][CH2:20][CH2:19]2)=[CH:10][CH:9]=1.C(O)C. The catalyst is C(OCC)(=O)C. The product is [ClH:1].[ClH:1].[ClH:1].[ClH:1].[N:51]1[CH:52]=[CH:53][C:48]([CH2:47][N:15]([CH2:14][C:11]2[CH:10]=[CH:9][N:8]=[CH:13][CH:12]=2)[CH2:16][CH2:17][C:18]2([CH2:24][CH2:25][N:26]3[CH2:31][CH2:30][CH:29]([N:32]([C:40]4[CH:41]=[CH:42][C:43]([CH3:46])=[CH:44][CH:45]=4)[C:33]([C:35]4[O:36][CH:37]=[CH:38][CH:39]=4)=[O:34])[CH2:28][CH2:27]3)[CH2:23][CH2:22][CH2:21][CH2:20][CH2:19]2)=[CH:49][CH:50]=1. The yield is 0.640. (7) The reactants are [CH2:1]([Li])[CH2:2][CH2:3][CH3:4].C(C1C[N:12]([C:14]([O:16][C:17]([CH3:20])([CH3:19])[CH3:18])=[O:15])[CH2:11][CH2:10][N:9]1[C:21]([O:23][CH2:24][C:25]1[CH:30]=[CH:29][CH:28]=[CH:27][CH:26]=1)=[O:22])=O. The catalyst is [Br-].C[P+](C1C=CC=CC=1)(C1C=CC=CC=1)C1C=CC=CC=1.C1COCC1. The product is [CH:3]([CH:2]1[CH2:1][N:12]([C:14]([O:16][C:17]([CH3:20])([CH3:19])[CH3:18])=[O:15])[CH2:11][CH2:10][N:9]1[C:21]([O:23][CH2:24][C:25]1[CH:26]=[CH:27][CH:28]=[CH:29][CH:30]=1)=[O:22])=[CH2:4]. The yield is 0.760. (8) The reactants are [Cl:1][C:2]1[CH:3]=[CH:4][C:5]([O:15][CH2:16][C:17]2[CH:22]=[CH:21][CH:20]=[C:19]([F:23])[C:18]=2[F:24])=[C:6]([C:8](=O)[CH2:9][CH2:10][C:11](=O)[CH3:12])[CH:7]=1.[NH2:25][C:26]1[CH:27]=[C:28]([C:36]([OH:38])=[O:37])[C:29]2[C:34]([CH:35]=1)=[CH:33][CH:32]=[CH:31][CH:30]=2.CC1C=CC(S(O)(=O)=O)=CC=1. The catalyst is C(#N)C.C(Cl)Cl. The product is [Cl:1][C:2]1[CH:3]=[CH:4][C:5]([O:15][CH2:16][C:17]2[CH:22]=[CH:21][CH:20]=[C:19]([F:23])[C:18]=2[F:24])=[C:6]([C:8]2[N:25]([C:26]3[CH:27]=[C:28]([C:36]([OH:38])=[O:37])[C:29]4[C:34]([CH:35]=3)=[CH:33][CH:32]=[CH:31][CH:30]=4)[C:11]([CH3:12])=[CH:10][CH:9]=2)[CH:7]=1. The yield is 0.280. (9) The reactants are C([SiH](CC)CC)C.FC(F)(F)C(O)=O.[Cl:15][C:16]1[CH:21]=[CH:20][C:19]([CH:22](O)[C:23]2[C:31]3[C:26](=[N:27][CH:28]=[C:29]([NH:32][C:33](=[O:49])[C:34]4[C:39]([F:40])=[CH:38][CH:37]=[C:36]([NH:41][S:42]([CH2:45][CH2:46][CH3:47])(=[O:44])=[O:43])[C:35]=4[F:48])[CH:30]=3)[NH:25][CH:24]=2)=[CH:18][CH:17]=1. The catalyst is CC#N. The product is [Cl:15][C:16]1[CH:17]=[CH:18][C:19]([CH2:22][C:23]2[C:31]3[C:26](=[N:27][CH:28]=[C:29]([NH:32][C:33](=[O:49])[C:34]4[C:39]([F:40])=[CH:38][CH:37]=[C:36]([NH:41][S:42]([CH2:45][CH2:46][CH3:47])(=[O:44])=[O:43])[C:35]=4[F:48])[CH:30]=3)[NH:25][CH:24]=2)=[CH:20][CH:21]=1. The yield is 0.825. (10) The reactants are C([NH:4][C:5]1[CH:10]=[CH:9][CH:8]=[CH:7][C:6]=1[C:11]1[NH:12][C:13](=[O:29])[N:14]([CH:16]2[CH2:21][CH2:20][N:19]([CH2:22][C:23]3[CH:28]=[CH:27][CH:26]=[CH:25][CH:24]=3)[CH2:18][CH2:17]2)[CH:15]=1)(=O)C.[OH-].[Na+]. The catalyst is C(O)C. The product is [NH2:4][C:5]1[CH:10]=[CH:9][CH:8]=[CH:7][C:6]=1[C:11]1[NH:12][C:13](=[O:29])[N:14]([CH:16]2[CH2:21][CH2:20][N:19]([CH2:22][C:23]3[CH:28]=[CH:27][CH:26]=[CH:25][CH:24]=3)[CH2:18][CH2:17]2)[CH:15]=1. The yield is 1.00.